This data is from Ames mutagenicity test results for genotoxicity prediction. The task is: Regression/Classification. Given a drug SMILES string, predict its toxicity properties. Task type varies by dataset: regression for continuous values (e.g., LD50, hERG inhibition percentage) or binary classification for toxic/non-toxic outcomes (e.g., AMES mutagenicity, cardiotoxicity, hepatotoxicity). Dataset: ames. (1) The result is 0 (non-mutagenic). The drug is COP(=O)(OC)O/C(C)=C/C(=O)OC(C)c1ccccc1. (2) The compound is O=C(NCCCl)Nc1ncc([N+](=O)[O-])s1. The result is 1 (mutagenic).